Dataset: Catalyst prediction with 721,799 reactions and 888 catalyst types from USPTO. Task: Predict which catalyst facilitates the given reaction. (1) Reactant: [F:1][C:2]1[CH:7]=[CH:6][C:5]([F:8])=[CH:4][C:3]=1/[CH:9]=[CH:10]/[C:11](OC)=[O:12].CC(C[AlH]CC(C)C)C.CO.C(O)(=O)C.O. Product: [F:1][C:2]1[CH:7]=[CH:6][C:5]([F:8])=[CH:4][C:3]=1/[CH:9]=[CH:10]/[CH2:11][OH:12]. The catalyst class is: 2. (2) Reactant: [CH2:1]([NH2:4])[CH2:2][NH2:3].[C:5]1(=[O:12])[O:11][CH2:10][CH2:9][CH2:8][CH2:7][CH2:6]1. Product: [OH:11][CH2:10][CH2:9][CH2:8][CH2:7][CH2:6][C:5]([NH:3][CH2:2][CH2:1][NH:4][C:10]([CH2:9][CH2:8][CH2:7][CH2:6][CH2:5][OH:12])=[O:11])=[O:12]. The catalyst class is: 6. (3) The catalyst class is: 2. Product: [CH3:1][C:2]1[C:3](=[O:27])[C:4]2[C:9]([C:10](=[O:26])[C:11]=1[CH2:12][CH:14]([C:31](=[O:33])[C@H:29]([CH3:30])[NH:28][C:34]([O:36][C:37]([CH3:40])([CH3:39])[CH3:38])=[O:35])[NH2:42])=[CH:8][CH:7]=[CH:6][CH:5]=2. Reactant: [CH3:1][C:2]1[C:3](=[O:27])[C:4]2[C:9]([C:10](=[O:26])[C:11]=1[CH:12]([C:14](=O)[C@H](C)NC(OC(C)(C)C)=O)N)=[CH:8][CH:7]=[CH:6][CH:5]=2.[NH:28]([C:34]([O:36][C:37]([CH3:40])([CH3:39])[CH3:38])=[O:35])[C@H:29]([C:31]([OH:33])=O)[CH3:30].C[N:42](C(ON1N=NC2C=CC=CC1=2)=[N+](C)C)C.F[P-](F)(F)(F)(F)F.C1C=CC2N(O)N=NC=2C=1.CCN(C(C)C)C(C)C. (4) Reactant: C([O:5][C:6](=O)[CH2:7][C:8]1[C:13]([CH3:14])=[CH:12][N:11]=[C:10]([N:15]2[CH2:20][CH2:19][N:18]([CH3:21])[CH2:17][CH2:16]2)[CH:9]=1)(C)(C)C.C(C1NC=CN=1)(C1[NH:26]C=CN=1)=O.N. Product: [CH3:14][C:13]1[C:8]([CH2:7][C:6]([NH2:26])=[O:5])=[CH:9][C:10]([N:15]2[CH2:20][CH2:19][N:18]([CH3:21])[CH2:17][CH2:16]2)=[N:11][CH:12]=1. The catalyst class is: 137. (5) Reactant: [C:1]([O:5][C:6]([N:8]1[C:16]2[C:11](=[CH:12][CH:13]=[C:14]([O:17]C(OC(C)(C)C)=O)[CH:15]=2)[CH:10]=[CH:9]1)=[O:7])([CH3:4])([CH3:3])[CH3:2].N1CCOCC1. Product: [C:1]([O:5][C:6]([N:8]1[C:16]2[C:11](=[CH:12][CH:13]=[C:14]([OH:17])[CH:15]=2)[CH:10]=[CH:9]1)=[O:7])([CH3:4])([CH3:2])[CH3:3]. The catalyst class is: 4. (6) The catalyst class is: 6. Reactant: [Cl:1][C:2]1[N:9]=[C:8]([NH:10][C:11]2[CH:15]=[C:14]([CH3:16])[NH:13][N:12]=2)[CH:7]=[C:6]([C:17]2[CH:22]=[CH:21][C:20]([O:23][CH3:24])=[CH:19][CH:18]=2)[C:3]=1[C:4]#[N:5].[Cl:25][C:26]1[CH:35]=[CH:34][CH:33]=[CH:32][C:27]=1[O:28][CH2:29][CH2:30][NH2:31].C(=O)([O-])O.[Na+].CS(C)=O. Product: [ClH:1].[Cl:25][C:26]1[CH:35]=[CH:34][CH:33]=[CH:32][C:27]=1[O:28][CH2:29][CH2:30][NH:31][C:2]1[N:9]=[C:8]([NH:10][C:11]2[CH:15]=[C:14]([CH3:16])[NH:13][N:12]=2)[CH:7]=[C:6]([C:17]2[CH:22]=[CH:21][C:20]([O:23][CH3:24])=[CH:19][CH:18]=2)[C:3]=1[C:4]#[N:5]. (7) Reactant: [H-].[Na+].[OH:3][C:4]1[CH:24]=[CH:23][C:7]([O:8][CH2:9][CH2:10][CH2:11][N:12]2[C:20](=[O:21])[C:19]3[C:14](=[CH:15][CH:16]=[CH:17][CH:18]=3)[C:13]2=[O:22])=[CH:6][CH:5]=1.[O:25]1[CH2:27][CH:26]1[CH2:28]OS(C1C=CC=C([N+]([O-])=O)C=1)(=O)=O.[Cl-].[NH4+]. Product: [O:25]1[CH2:27][CH:26]1[CH2:28][O:3][C:4]1[CH:24]=[CH:23][C:7]([O:8][CH2:9][CH2:10][CH2:11][N:12]2[C:13](=[O:22])[C:14]3[C:19](=[CH:18][CH:17]=[CH:16][CH:15]=3)[C:20]2=[O:21])=[CH:6][CH:5]=1. The catalyst class is: 9. (8) Reactant: [CH3:1][O:2][C:3]1[CH:4]=[C:5]([C:11]2[C:20]3[C:15](=[CH:16][CH:17]=[C:18]([C:21]4[CH:22]=[CH:23][C:24]([C:27]#[N:28])=[N:25][CH:26]=4)[CH:19]=3)[N:14]=[CH:13][N:12]=2)[CH:6]=[CH:7][C:8]=1[O:9][CH3:10].[H][H]. Product: [CH3:1][O:2][C:3]1[CH:4]=[C:5]([C:11]2[C:20]3[C:15](=[CH:16][CH:17]=[C:18]([C:21]4[CH:22]=[CH:23][C:24]([CH2:27][NH2:28])=[N:25][CH:26]=4)[CH:19]=3)[N:14]=[CH:13][N:12]=2)[CH:6]=[CH:7][C:8]=1[O:9][CH3:10]. The catalyst class is: 94. (9) Reactant: [CH3:1][O:2][C:3]1[C:9]2[CH:10]=[CH:11][CH:12]=[CH:13][C:8]=2[NH:7][C:6]2[CH:14]=[CH:15][CH:16]=[CH:17][C:5]=2[CH:4]=1.C(O)(=O)C1C=CC=CC=1.[O-:27][C:28]#[N:29].[Na+]. Product: [CH3:1][O:2][C:3]1[C:9]2[CH:10]=[CH:11][CH:12]=[CH:13][C:8]=2[NH:7][C:6]2[CH:14]=[CH:15][CH:16]=[C:17]([C:28]([NH2:29])=[O:27])[C:5]=2[CH:4]=1. The catalyst class is: 11.